The task is: Regression/Classification. Given a drug SMILES string, predict its absorption, distribution, metabolism, or excretion properties. Task type varies by dataset: regression for continuous measurements (e.g., permeability, clearance, half-life) or binary classification for categorical outcomes (e.g., BBB penetration, CYP inhibition). For this dataset (solubility_aqsoldb), we predict Y.. This data is from Aqueous solubility values for 9,982 compounds from the AqSolDB database. (1) The drug is CC(C)CCCC(C)C1CCC2C3CC=C4CC(O)CCC4(C)C3CCC12C. The Y is -7.00 log mol/L. (2) The compound is CCNc1nc(Cl)nc(N(CC)CC)n1. The Y is -4.06 log mol/L. (3) The drug is Brc1cccc(Br)c1Br. The Y is -5.04 log mol/L. (4) The molecule is CC(C)(C)c1ccc(CCC=O)cc1. The Y is -3.16 log mol/L. (5) The drug is CCC(C)(C)OOC1(OOC(C)(C)CC)CCCCC1. The Y is -5.46 log mol/L. (6) The drug is C=CCOc1ccccc1C(N)=O. The Y is -2.23 log mol/L.